The task is: Predict the reactants needed to synthesize the given product.. This data is from Full USPTO retrosynthesis dataset with 1.9M reactions from patents (1976-2016). The reactants are: [F:1][C:2]1[C:7]([C:8]2[N:9]=[C:10]([CH2:22][N:23](C)[C:24](=O)OC(C)(C)C)[S:11][C:12]=2[S:13]([C:16]2[CH:17]=[N:18][CH:19]=[CH:20][CH:21]=2)(=[O:15])=[O:14])=[CH:6][CH:5]=[CH:4][N:3]=1.C(OCC)(=O)C.C(OCC)(=O)C.Cl. Given the product [F:1][C:2]1[C:7]([C:8]2[N:9]=[C:10]([CH2:22][NH:23][CH3:24])[S:11][C:12]=2[S:13]([C:16]2[CH:17]=[N:18][CH:19]=[CH:20][CH:21]=2)(=[O:14])=[O:15])=[CH:6][CH:5]=[CH:4][N:3]=1, predict the reactants needed to synthesize it.